From a dataset of Forward reaction prediction with 1.9M reactions from USPTO patents (1976-2016). Predict the product of the given reaction. Given the reactants Br[C:2]1[CH:7]=[CH:6][C:5]([Br:8])=[CH:4][CH:3]=1.[NH:9]1[CH2:14][CH2:13][S:12][CH2:11][CH2:10]1.C1(P(C2C=CC=CC=2)C2C=CC3C(=CC=CC=3)C=2C2C3C(=CC=CC=3)C=CC=2P(C2C=CC=CC=2)C2C=CC=CC=2)C=CC=CC=1.CC(C)([O-])C.[Na+], predict the reaction product. The product is: [Br:8][C:5]1[CH:6]=[CH:7][C:2]([N:9]2[CH2:14][CH2:13][S:12][CH2:11][CH2:10]2)=[CH:3][CH:4]=1.